From a dataset of Forward reaction prediction with 1.9M reactions from USPTO patents (1976-2016). Predict the product of the given reaction. Given the reactants [CH2:1]([O:8][C:9]([NH:11][C@H:12]([C:20]([NH:22][CH2:23][C@@H:24](NC(OC(C)(C)C)=O)[CH:25]([CH3:27])[CH3:26])=[O:21])[CH2:13][C:14]1[CH:19]=[CH:18][CH:17]=[CH:16][CH:15]=1)=[O:10])[C:2]1[CH:7]=[CH:6][CH:5]=[CH:4][CH:3]=1.Cl.[NH2:37][C@](NC(OC(C)(C)C)=O)(C(C)C)CNC(=O)[C@H](CC1C=CC=CC=1)NC(OCC1C=CC=CC=1)=O.C(N(CC)CC)C.C1C=CC2N(O)N=NC=2C=1.[C:90]([NH:97][C@H:98]([C:103]([OH:105])=O)[CH2:99][CH:100]([CH3:102])[CH3:101])([O:92][C:93]([CH3:96])([CH3:95])[CH3:94])=[O:91].C1CCC(N=C=NC2CCCCC2)CC1, predict the reaction product. The product is: [CH2:1]([O:8][C:9]([NH:11][C@H:12]([C:20]([NH:22][CH2:23][C@@H:24]([NH:37][C:103](=[O:105])[C@H:98]([CH2:99][CH:100]([CH3:102])[CH3:101])[NH:97][C:90]([O:92][C:93]([CH3:96])([CH3:95])[CH3:94])=[O:91])[CH:25]([CH3:27])[CH3:26])=[O:21])[CH2:13][C:14]1[CH:19]=[CH:18][CH:17]=[CH:16][CH:15]=1)=[O:10])[C:2]1[CH:7]=[CH:6][CH:5]=[CH:4][CH:3]=1.